Task: Regression. Given a peptide amino acid sequence and an MHC pseudo amino acid sequence, predict their binding affinity value. This is MHC class I binding data.. Dataset: Peptide-MHC class I binding affinity with 185,985 pairs from IEDB/IMGT (1) The peptide sequence is KPKALSEAF. The MHC is HLA-A80:01 with pseudo-sequence HLA-A80:01. The binding affinity (normalized) is 0.0847. (2) The peptide sequence is FLIFHFFLFL. The MHC is HLA-A02:03 with pseudo-sequence HLA-A02:03. The binding affinity (normalized) is 0.294. (3) The peptide sequence is LSEISFHLV. The MHC is HLA-A32:01 with pseudo-sequence HLA-A32:01. The binding affinity (normalized) is 0.172. (4) The peptide sequence is VTTQRQSVY. The MHC is HLA-A26:01 with pseudo-sequence HLA-A26:01. The binding affinity (normalized) is 0.213.